From a dataset of Forward reaction prediction with 1.9M reactions from USPTO patents (1976-2016). Predict the product of the given reaction. (1) Given the reactants Cl.Cl.[F:3][C:4]1[CH:9]=[CH:8][C:7]([CH:10]([C:24]2[CH:29]=[CH:28][C:27]([F:30])=[CH:26][CH:25]=2)[N:11]2[CH2:16][CH2:15][N:14]([CH2:17][CH2:18][O:19][CH2:20][C:21](N)=[O:22])[CH2:13][CH2:12]2)=[CH:6][CH:5]=1.[Na].[OH-:32].[Na+].Cl, predict the reaction product. The product is: [CH:8]1[C:7]([CH:10]([N:11]2[CH2:12][CH2:13][N:14]([CH2:17][CH2:18][O:19][CH2:20][C:21]([OH:32])=[O:22])[CH2:15][CH2:16]2)[C:24]2[CH:25]=[CH:26][C:27]([F:30])=[CH:28][CH:29]=2)=[CH:6][CH:5]=[C:4]([F:3])[CH:9]=1. (2) Given the reactants [OH:1][C:2]1[CH:9]=[CH:8][C:5]([CH:6]=[O:7])=[CH:4][CH:3]=1.C(=O)([O-])[O-].[K+].[K+].I[CH2:17][CH2:18][CH2:19][CH2:20][CH2:21][CH2:22][CH2:23][CH3:24], predict the reaction product. The product is: [CH2:17]([O:1][C:2]1[CH:9]=[CH:8][C:5]([CH:6]=[O:7])=[CH:4][CH:3]=1)[CH2:18][CH2:19][CH2:20][CH2:21][CH2:22][CH2:23][CH3:24]. (3) Given the reactants [CH:1]1([NH:6][C:7]2[C:12]([NH2:13])=[CH:11][N:10]=[C:9]([NH:14][C:15]3[CH:30]=[CH:29][C:18]([C:19]([O:21][CH2:22][C:23]4[CH:28]=[CH:27][CH:26]=[CH:25][CH:24]=4)=[O:20])=[CH:17][C:16]=3[O:31][CH3:32])[N:8]=2)[CH2:5][CH2:4][CH2:3][CH2:2]1.O=[C:34]([CH3:40])[C:35](OCC)=[O:36].O.[O-]S(C(F)(F)F)(=O)=O.[Yb+3].[O-]S(C(F)(F)F)(=O)=O.[O-]S(C(F)(F)F)(=O)=O, predict the reaction product. The product is: [CH:1]1([N:6]2[C:7]3[N:8]=[C:9]([NH:14][C:15]4[CH:30]=[CH:29][C:18]([C:19]([O:21][CH2:22][C:23]5[CH:24]=[CH:25][CH:26]=[CH:27][CH:28]=5)=[O:20])=[CH:17][C:16]=4[O:31][CH3:32])[N:10]=[CH:11][C:12]=3[N:13]=[C:34]([CH3:40])[C:35]2=[O:36])[CH2:2][CH2:3][CH2:4][CH2:5]1. (4) Given the reactants [OH:1][C:2]1[CH:10]=[CH:9][C:5]([CH2:6][CH2:7][OH:8])=[CH:4][CH:3]=1.C1C=CN=CC=1.O=S(=O)=O, predict the reaction product. The product is: [OH:1][C:2]1[CH:10]=[CH:9][C:5]([CH2:6][CH:7]=[O:8])=[CH:4][CH:3]=1.